Dataset: Peptide-MHC class I binding affinity with 185,985 pairs from IEDB/IMGT. Task: Regression. Given a peptide amino acid sequence and an MHC pseudo amino acid sequence, predict their binding affinity value. This is MHC class I binding data. (1) The peptide sequence is LPPVVAKEI. The MHC is HLA-B54:01 with pseudo-sequence HLA-B54:01. The binding affinity (normalized) is 0.000683. (2) The peptide sequence is ELFARSSDPR. The MHC is HLA-B08:01 with pseudo-sequence HLA-B08:01. The binding affinity (normalized) is 0.0847. (3) The peptide sequence is FMFDYIPPV. The MHC is BoLA-JSP.1 with pseudo-sequence BoLA-JSP.1. The binding affinity (normalized) is 0.325. (4) The peptide sequence is LAELLEMKYA. The MHC is HLA-A02:01 with pseudo-sequence HLA-A02:01. The binding affinity (normalized) is 0.277. (5) The peptide sequence is RIRSERPAF. The MHC is HLA-A30:01 with pseudo-sequence HLA-A30:01. The binding affinity (normalized) is 0.898.